This data is from NCI-60 drug combinations with 297,098 pairs across 59 cell lines. The task is: Regression. Given two drug SMILES strings and cell line genomic features, predict the synergy score measuring deviation from expected non-interaction effect. (1) Drug 1: CC1=C2C(C(=O)C3(C(CC4C(C3C(C(C2(C)C)(CC1OC(=O)C(C(C5=CC=CC=C5)NC(=O)OC(C)(C)C)O)O)OC(=O)C6=CC=CC=C6)(CO4)OC(=O)C)OC)C)OC. Drug 2: CC1=C(C(CCC1)(C)C)C=CC(=CC=CC(=CC(=O)O)C)C. Cell line: MCF7. Synergy scores: CSS=68.1, Synergy_ZIP=17.4, Synergy_Bliss=17.2, Synergy_Loewe=21.9, Synergy_HSA=23.2. (2) Drug 1: C1=CN(C(=O)N=C1N)C2C(C(C(O2)CO)O)O.Cl. Drug 2: C1=NC2=C(N=C(N=C2N1C3C(C(C(O3)CO)O)O)F)N. Cell line: MALME-3M. Synergy scores: CSS=48.2, Synergy_ZIP=1.06, Synergy_Bliss=1.93, Synergy_Loewe=-2.79, Synergy_HSA=5.94. (3) Drug 1: CC1=C(C(=O)C2=C(C1=O)N3CC4C(C3(C2COC(=O)N)OC)N4)N. Drug 2: CC12CCC3C(C1CCC2OP(=O)(O)O)CCC4=C3C=CC(=C4)OC(=O)N(CCCl)CCCl.[Na+]. Cell line: HS 578T. Synergy scores: CSS=17.9, Synergy_ZIP=-5.93, Synergy_Bliss=0.222, Synergy_Loewe=-32.3, Synergy_HSA=-0.235. (4) Drug 1: CN(C)N=NC1=C(NC=N1)C(=O)N. Drug 2: CCCS(=O)(=O)NC1=C(C(=C(C=C1)F)C(=O)C2=CNC3=C2C=C(C=N3)C4=CC=C(C=C4)Cl)F. Cell line: A498. Synergy scores: CSS=6.86, Synergy_ZIP=-1.13, Synergy_Bliss=2.38, Synergy_Loewe=0.147, Synergy_HSA=1.37. (5) Drug 1: CC12CCC3C(C1CCC2=O)CC(=C)C4=CC(=O)C=CC34C. Drug 2: B(C(CC(C)C)NC(=O)C(CC1=CC=CC=C1)NC(=O)C2=NC=CN=C2)(O)O. Cell line: PC-3. Synergy scores: CSS=40.6, Synergy_ZIP=-1.05, Synergy_Bliss=-2.14, Synergy_Loewe=-0.657, Synergy_HSA=-0.989. (6) Drug 1: CC1=C(C=C(C=C1)NC2=NC=CC(=N2)N(C)C3=CC4=NN(C(=C4C=C3)C)C)S(=O)(=O)N.Cl. Drug 2: C1=CC=C(C(=C1)C(C2=CC=C(C=C2)Cl)C(Cl)Cl)Cl. Cell line: IGROV1. Synergy scores: CSS=1.07, Synergy_ZIP=-0.199, Synergy_Bliss=0.157, Synergy_Loewe=-0.653, Synergy_HSA=-0.139. (7) Drug 1: CC1=C(C=C(C=C1)C(=O)NC2=CC(=CC(=C2)C(F)(F)F)N3C=C(N=C3)C)NC4=NC=CC(=N4)C5=CN=CC=C5. Drug 2: CC(C)NC(=O)C1=CC=C(C=C1)CNNC.Cl. Cell line: SF-295. Synergy scores: CSS=-9.69, Synergy_ZIP=4.49, Synergy_Bliss=1.54, Synergy_Loewe=-5.67, Synergy_HSA=-5.85.